From a dataset of Cav3 T-type calcium channel HTS with 100,875 compounds. Binary Classification. Given a drug SMILES string, predict its activity (active/inactive) in a high-throughput screening assay against a specified biological target. The compound is O=C1N(C(=O)NC21CCCCCC2)CC(=O)/C=C1\N(c2c(C1(C)C)cccc2)C. The result is 1 (active).